From a dataset of Forward reaction prediction with 1.9M reactions from USPTO patents (1976-2016). Predict the product of the given reaction. The product is: [CH3:21][O:20][C:14]1[CH:13]=[C:12]([CH:17]=[C:16]([O:18][CH3:19])[CH:15]=1)[CH2:11][CH2:10][C:8]1[N:9]=[C:4]2[CH:3]=[C:2]([C:40]3[CH:45]=[CH:44][N:43]=[C:42]([C:46]#[N:47])[CH:41]=3)[N:22]([S:23]([C:26]3[CH:31]=[CH:30][CH:29]=[CH:28][CH:27]=3)(=[O:25])=[O:24])[C:5]2=[N:6][CH:7]=1. Given the reactants Br[C:2]1[N:22]([S:23]([C:26]2[CH:31]=[CH:30][CH:29]=[CH:28][CH:27]=2)(=[O:25])=[O:24])[C:5]2=[N:6][CH:7]=[C:8]([CH2:10][CH2:11][C:12]3[CH:17]=[C:16]([O:18][CH3:19])[CH:15]=[C:14]([O:20][CH3:21])[CH:13]=3)[N:9]=[C:4]2[CH:3]=1.CC1(C)C(C)(C)OB([C:40]2[CH:45]=[CH:44][N:43]=[C:42]([C:46]#[N:47])[CH:41]=2)O1.C(=O)([O-])[O-].[Na+].[Na+].ClCCl, predict the reaction product.